Dataset: Forward reaction prediction with 1.9M reactions from USPTO patents (1976-2016). Task: Predict the product of the given reaction. (1) Given the reactants [Cl:1][C:2]1[S:3][CH:4]=[CH:5][CH:6]=1.[Cl-].[CH2:8]([O:10][C:11](=[O:19])[CH2:12][CH2:13][CH2:14][CH2:15][C:16](O)=[O:17])[CH3:9].[Cl-].[Al+3].[Cl-].[Cl-], predict the reaction product. The product is: [Cl:1][C:2]1[S:3][C:4]([C:16](=[O:17])[CH2:15][CH2:14][CH2:13][CH2:12][C:11]([O:10][CH2:8][CH3:9])=[O:19])=[CH:5][CH:6]=1. (2) Given the reactants [C:1]([CH:4]([C:6]1[C:15]2[C:10](=[CH:11][CH:12]=[CH:13][CH:14]=2)[C:9](=[O:16])[NH:8][N:7]=1)[CH3:5])([OH:3])=[O:2].S(Cl)(Cl)=O.[CH3:21][CH2:22]O, predict the reaction product. The product is: [O:16]=[C:9]1[C:10]2[C:15](=[CH:14][CH:13]=[CH:12][CH:11]=2)[C:6]([CH:4]([CH3:5])[C:1]([O:3][CH2:21][CH3:22])=[O:2])=[N:7][NH:8]1. (3) Given the reactants I.I.[CH:3]1[N:7]2[C:8]3[CH:17]=[CH:16][CH:15]=[CH:14][C:9]=3[CH2:10][CH2:11][C@@H:12]([NH2:13])[C:6]2=[N:5][CH:4]=1.[CH2:18]([O:20][C:21]1[CH:35]=[CH:34][C:24]([C:25]([NH:27][C:28]2([C:31](O)=[O:32])[CH2:30][CH2:29]2)=[O:26])=[CH:23][CH:22]=1)[CH3:19].O.ON1C2C=CC=CC=2N=N1.C(N(C(C)C)CC)(C)C.Cl.CN(C)CCCN=C=NCC, predict the reaction product. The product is: [CH:3]1[N:7]2[C:8]3[CH:17]=[CH:16][CH:15]=[CH:14][C:9]=3[CH2:10][CH2:11][C@@H:12]([NH:13][C:31]([C:28]3([NH:27][C:25](=[O:26])[C:24]4[CH:34]=[CH:35][C:21]([O:20][CH2:18][CH3:19])=[CH:22][CH:23]=4)[CH2:30][CH2:29]3)=[O:32])[C:6]2=[N:5][CH:4]=1.